Dataset: Forward reaction prediction with 1.9M reactions from USPTO patents (1976-2016). Task: Predict the product of the given reaction. (1) Given the reactants [F:1][CH:2]([F:35])[O:3][C:4]1[CH:9]=[CH:8][C:7]([C:10]2[CH:11]=[N:12][C:13]([NH:16][C:17]3[CH:18]=[CH:19][C:20]([CH3:34])=[C:21]([NH:23][C:24]([N:26]4[CH2:33][C:30]5([CH2:32][CH2:31]5)[NH:29][CH2:28][CH2:27]4)=[O:25])[CH:22]=3)=[N:14][CH:15]=2)=[CH:6][CH:5]=1.[OH:36][CH2:37][CH:38]=O.[O-]S([O-])(=O)=O.[Na+].[Na+], predict the reaction product. The product is: [F:35][CH:2]([F:1])[O:3][C:4]1[CH:9]=[CH:8][C:7]([C:10]2[CH:11]=[N:12][C:13]([NH:16][C:17]3[CH:18]=[CH:19][C:20]([CH3:34])=[C:21]([NH:23][C:24]([N:26]4[CH2:33][C:30]5([CH2:32][CH2:31]5)[N:29]([CH2:38][CH2:37][OH:36])[CH2:28][CH2:27]4)=[O:25])[CH:22]=3)=[N:14][CH:15]=2)=[CH:6][CH:5]=1. (2) Given the reactants [CH3:1][N:2]1[CH:6]([C:7]([OH:9])=O)[CH2:5][N:4]([C:10]2[N:11]([CH3:15])[CH:12]=[CH:13][N:14]=2)[C:3]1=[O:16].C(N1CCOCC1)C.O.ON1C2C=CC=CC=2N=N1.Cl.C(N=C=NCCCN(C)C)C.[Cl:48][C:49]1[C:54]([C:55]([F:58])([F:57])[F:56])=[CH:53][CH:52]=[CH:51][C:50]=1[CH2:59][NH2:60], predict the reaction product. The product is: [Cl:48][C:49]1[C:54]([C:55]([F:57])([F:58])[F:56])=[CH:53][CH:52]=[CH:51][C:50]=1[CH2:59][NH:60][C:7]([CH:6]1[CH2:5][N:4]([C:10]2[N:11]([CH3:15])[CH:12]=[CH:13][N:14]=2)[C:3](=[O:16])[N:2]1[CH3:1])=[O:9]. (3) Given the reactants Br[C:2]1[CH:3]=[C:4]([C:8]([NH2:10])=[O:9])[N:5]([CH3:7])[CH:6]=1.[C:11]1([NH:17][C:18]2[CH:27]=[CH:26][C:25]3[C:20](=[C:21](B(O)O)[CH:22]=[CH:23][CH:24]=3)[N:19]=2)[CH:16]=[CH:15][CH:14]=[CH:13][CH:12]=1.CC(C1C=C(C(C)C)C(C2C=CC=CC=2P(C2CCCCC2)C2CCCCC2)=C(C(C)C)C=1)C, predict the reaction product. The product is: [CH3:7][N:5]1[CH:6]=[C:2]([C:21]2[CH:22]=[CH:23][CH:24]=[C:25]3[C:20]=2[N:19]=[C:18]([NH:17][C:11]2[CH:12]=[CH:13][CH:14]=[CH:15][CH:16]=2)[CH:27]=[CH:26]3)[CH:3]=[C:4]1[C:8]([NH2:10])=[O:9]. (4) The product is: [Cl:13][C:12]1[C:2]([B:25]2[O:29][C:28]([CH3:31])([CH3:30])[C:27]([CH3:33])([CH3:32])[O:26]2)=[CH:3][C:4]2[O:8][C:7]([F:10])([F:9])[O:6][C:5]=2[CH:11]=1. Given the reactants Br[C:2]1[C:12]([Cl:13])=[CH:11][C:5]2[O:6][C:7]([F:10])([F:9])[O:8][C:4]=2[CH:3]=1.[Cl-].[Li+].C([Mg+])(C)C.[Cl-].C(O[B:25]1[O:29][C:28]([CH3:31])([CH3:30])[C:27]([CH3:33])([CH3:32])[O:26]1)(C)C.[NH4+].[Cl-].[Na+].[Cl-], predict the reaction product.